This data is from Full USPTO retrosynthesis dataset with 1.9M reactions from patents (1976-2016). The task is: Predict the reactants needed to synthesize the given product. (1) Given the product [Cl:24][C:25]1[CH:26]=[C:27]([NH:28][CH2:5][C:6]([NH:8][C:9]2[CH:14]=[C:13]([C:15]([F:18])([F:17])[F:16])[CH:12]=[C:11]([NH:19][C:20](=[O:23])[CH2:21][NH:8][C:9]3[CH:10]=[CH:11][CH:12]=[C:1]([Cl:3])[CH:14]=3)[CH:10]=2)=[O:7])[CH:29]=[CH:30][CH:31]=1, predict the reactants needed to synthesize it. The reactants are: [CH2:1]([Cl:3])Cl.Br[CH2:5][C:6]([NH:8][C:9]1[CH:14]=[C:13]([C:15]([F:18])([F:17])[F:16])[CH:12]=[C:11]([NH:19][C:20](=[O:23])[CH2:21]Br)[CH:10]=1)=[O:7].[Cl:24][C:25]1[CH:26]=[C:27]([CH:29]=[CH:30][CH:31]=1)[NH2:28]. (2) Given the product [CH:12]([C:10]1[CH:9]=[CH:8][C:7]([N+:15]([O-:17])=[O:16])=[C:6]([NH2:5])[CH:11]=1)([CH3:14])[CH3:13], predict the reactants needed to synthesize it. The reactants are: FC(F)(F)C([NH:5][C:6]1[CH:11]=[C:10]([CH:12]([CH3:14])[CH3:13])[CH:9]=[CH:8][C:7]=1[N+:15]([O-:17])=[O:16])=O.C(=O)([O-])[O-].[K+].[K+]. (3) Given the product [OH:4][C:5]1[CH:6]=[CH:7][C:8]([C:11]2[CH:12]([C:25]3[CH:26]=[CH:27][N:28]=[CH:29][CH:30]=3)[O:13][C:14]3[C:19]([CH:20]=2)=[CH:18][CH:17]=[C:16]([OH:21])[CH:15]=3)=[CH:9][CH:10]=1, predict the reactants needed to synthesize it. The reactants are: C([O:4][C:5]1[CH:10]=[CH:9][C:8]([C:11]2[CH:12]([C:25]3[CH:30]=[CH:29][N:28]=[CH:27][CH:26]=3)[O:13][C:14]3[C:19]([CH:20]=2)=[CH:18][CH:17]=[C:16]([O:21]C(=O)C)[CH:15]=3)=[CH:7][CH:6]=1)(=O)C.C(O)(=O)C.O. (4) Given the product [NH2:1][C:2]1[N:7]=[C:6]([NH:29][CH2:28][CH2:27][NH2:30])[C:5]([C:11]2[CH:12]=[CH:13][C:14](=[O:20])[N:15]([CH:17]([CH3:19])[CH3:18])[N:16]=2)=[C:4]([C:21]2[CH:26]=[CH:25][CH:24]=[CH:23][CH:22]=2)[N:3]=1, predict the reactants needed to synthesize it. The reactants are: [NH2:1][C:2]1[N:7]=[C:6](S(C)=O)[C:5]([C:11]2[CH:12]=[CH:13][C:14](=[O:20])[N:15]([CH:17]([CH3:19])[CH3:18])[N:16]=2)=[C:4]([C:21]2[CH:26]=[CH:25][CH:24]=[CH:23][CH:22]=2)[N:3]=1.[CH2:27]([NH2:30])[CH2:28][NH2:29]. (5) Given the product [CH2:43]([O:44][C:17](=[O:27])[NH:13][C:5]1[CH:4]=[N:3][C:2]([CH3:1])=[CH:10][CH:9]=1)[C:40]1[CH:41]=[CH:42][CH:37]=[CH:38][CH:39]=1, predict the reactants needed to synthesize it. The reactants are: [CH3:1][C:2]1[CH:10]=[CH:9][C:5](C(O)=O)=[CH:4][N:3]=1.CC[N:13]([CH:17](C)C)C(C)C.C1(P(N=[N+]=[N-])(C2C=CC=CC=2)=[O:27])C=CC=CC=1.[CH:37]1[CH:42]=[CH:41][C:40]([CH2:43][OH:44])=[CH:39][CH:38]=1. (6) Given the product [NH:1]1[C:9]2[CH:8]=[CH:7][N:6]=[CH:5][C:4]=2[C:3]([CH:11]=[O:12])=[CH:2]1, predict the reactants needed to synthesize it. The reactants are: [NH:1]1[C:9]2[CH:8]=[CH:7][N:6]=[CH:5][C:4]=2[CH:3]=[CH:2]1.Cl[CH:11](Cl)[O:12]C.[Cl-].[Cl-].[Cl-].[Al+3]. (7) Given the product [S:8]1[CH:9]=[CH:10][C:6]([C:4](=[O:5])[CH:12]=[CH2:13])=[CH:7]1, predict the reactants needed to synthesize it. The reactants are: CON(C)[C:4]([C:6]1[CH:10]=[CH:9][S:8][CH:7]=1)=[O:5].[CH:12]([Mg]Br)=[CH2:13].Cl.